From a dataset of Catalyst prediction with 721,799 reactions and 888 catalyst types from USPTO. Predict which catalyst facilitates the given reaction. Reactant: [Cl:1][C:2]1[CH:7]=[CH:6][C:5]([C:8]2[C:14]3[CH:15]=[C:16]([O:19][CH3:20])[CH:17]=[CH:18][C:13]=3[N:12]3[C:21]([CH3:24])=[N:22][N:23]=[C:11]3[C@H:10]([CH2:25][C:26]([OH:28])=O)[N:9]=2)=[CH:4][CH:3]=1.CCN=C=NCCCN(C)C.C1C=CC2N(O)N=NC=2C=1.Cl.[NH2:51][CH2:52][C:53]1[CH:54]=[C:55]([B:59]([OH:61])[OH:60])[CH:56]=[CH:57][CH:58]=1. Product: [Cl:1][C:2]1[CH:7]=[CH:6][C:5]([C:8]2[C:14]3[CH:15]=[C:16]([O:19][CH3:20])[CH:17]=[CH:18][C:13]=3[N:12]3[C:21]([CH3:24])=[N:22][N:23]=[C:11]3[C@H:10]([CH2:25][C:26]([NH:51][CH2:52][C:53]3[CH:54]=[C:55]([B:59]([OH:61])[OH:60])[CH:56]=[CH:57][CH:58]=3)=[O:28])[N:9]=2)=[CH:4][CH:3]=1. The catalyst class is: 64.